From a dataset of Forward reaction prediction with 1.9M reactions from USPTO patents (1976-2016). Predict the product of the given reaction. (1) Given the reactants [C:1]([O:5][C:6]([N:8]1[CH:12](B2OC(C)(C)C(C)(C)O2)[CH:11]=[CH:10][CH2:9]1)=[O:7])([CH3:4])([CH3:3])[CH3:2].Br[C:23]1[C:28]([F:29])=[CH:27][CH:26]=[CH:25][N:24]=1, predict the reaction product. The product is: [C:1]([O:5][C:6]([N:8]1[CH2:9][CH:10]=[C:11]([C:23]2[C:28]([F:29])=[CH:27][CH:26]=[CH:25][N:24]=2)[CH2:12]1)=[O:7])([CH3:2])([CH3:3])[CH3:4]. (2) The product is: [CH3:24][N:26]([O:5][CH3:1])[C:21]([C@@H:17]1[CH2:18][C:19](=[O:20])[N:15]([C@@H:13]([C:7]2[CH:8]=[CH:9][CH:10]=[CH:11][CH:12]=2)[CH3:14])[CH2:16]1)=[O:23]. Given the reactants [C:1](Cl)(=[O:5])C(Cl)=O.[C:7]1([C@H:13]([N:15]2[C:19](=[O:20])[CH2:18][C@@H:17]([C:21]([OH:23])=O)[CH2:16]2)[CH3:14])[CH:12]=[CH:11][CH:10]=[CH:9][CH:8]=1.[CH2:24]([N:26](CC)CC)C, predict the reaction product. (3) The product is: [CH2:1]([O:15][C:16]1[O:20][C:19]([C:21]([O:23][CH:25]([CH3:26])[CH3:24])=[O:22])=[CH:18][CH:17]=1)[CH2:2][CH2:3][CH2:4][CH2:5][CH2:6][CH2:7][CH2:8][CH2:9][CH2:10][CH2:11][CH2:12][CH2:13][CH3:14]. Given the reactants [CH2:1]([O:15][C:16]1[O:20][C:19]([C:21]([OH:23])=[O:22])=[CH:18][CH:17]=1)[CH2:2][CH2:3][CH2:4][CH2:5][CH2:6][CH2:7][CH2:8][CH2:9][CH2:10][CH2:11][CH2:12][CH2:13][CH3:14].[CH3:24][CH:25](O)[CH3:26], predict the reaction product. (4) Given the reactants [CH2:1]([O:3][P:4]([CH2:9][C:10]1[CH:15]=[CH:14][CH:13]=[CH:12][C:11]=1[NH2:16])(=[O:8])[O:5][CH2:6][CH3:7])[CH3:2].[CH2:17]([O:25][C:26]1[CH:31]=[CH:30][C:29]([C:32]2[CH:37]=[CH:36][C:35]([C:38](O)=[O:39])=[CH:34][CH:33]=2)=[CH:28][CH:27]=1)[CH2:18][CH2:19][CH2:20][CH2:21][CH2:22][CH2:23][CH3:24].CCN(C(C)C)C(C)C.C1C=NC2N(O)N=NC=2C=1, predict the reaction product. The product is: [CH2:6]([O:5][P:4]([CH2:9][C:10]1[CH:15]=[CH:14][CH:13]=[CH:12][C:11]=1[NH:16][C:38]([C:35]1[CH:34]=[CH:33][C:32]([C:29]2[CH:30]=[CH:31][C:26]([O:25][CH2:17][CH2:18][CH2:19][CH2:20][CH2:21][CH2:22][CH2:23][CH3:24])=[CH:27][CH:28]=2)=[CH:37][CH:36]=1)=[O:39])(=[O:8])[O:3][CH2:1][CH3:2])[CH3:7]. (5) Given the reactants [F:1][C:2]1[CH:3]=[C:4]([C:8](=[O:25])[CH2:9][CH2:10][C:11]([NH:13][C:14]2[CH:19]=[CH:18][C:17]([O:20][C:21]([F:24])([F:23])[F:22])=[CH:16][CH:15]=2)=[O:12])[CH:5]=[CH:6][CH:7]=1.[BH4-].[Na+], predict the reaction product. The product is: [F:1][C:2]1[CH:3]=[C:4]([CH:8]([OH:25])[CH2:9][CH2:10][C:11]([NH:13][C:14]2[CH:19]=[CH:18][C:17]([O:20][C:21]([F:23])([F:24])[F:22])=[CH:16][CH:15]=2)=[O:12])[CH:5]=[CH:6][CH:7]=1. (6) Given the reactants [NH2:1][C:2]1[CH:10]=[CH:9][CH:8]=[C:7]2[C:3]=1[C:4](=[O:20])[N:5]([CH:12]1[CH2:17][CH2:16][C:15](=[O:18])[NH:14][C:13]1=[O:19])[C:6]2=[O:11].[C:21]([O:24][CH2:25][CH3:26])(=[O:23])C, predict the reaction product. The product is: [CH2:25]([O:24][C:21](=[O:23])[NH:1][CH2:2][CH2:10][CH2:9][CH2:8][CH2:7][C:6](=[O:11])[NH:1][C:2]1[CH:10]=[CH:9][CH:8]=[C:7]2[C:3]=1[C:4](=[O:20])[N:5]([CH:12]1[CH2:17][CH2:16][C:15](=[O:18])[NH:14][C:13]1=[O:19])[C:6]2=[O:11])[C:26]1[CH:15]=[CH:16][CH:17]=[CH:12][CH:13]=1. (7) Given the reactants Cl[C:2]1[CH:11]=[CH:10][N:9]=[C:8]2[C:3]=1[CH:4]=[CH:5][C:6]([CH3:12])=[N:7]2.[CH3:13][O:14][C:15](=[O:42])[C:16]1[CH:21]=[CH:20][C:19]([CH2:22][O:23][C:24]2[CH:29]=[CH:28][C:27]([S:30][C:31]3[CH:36]=[CH:35][C:34]([NH:37][C:38](=[O:40])[CH3:39])=[CH:33][CH:32]=3)=[C:26]([NH2:41])[CH:25]=2)=[CH:18][CH:17]=1.[CH2:43](O)[CH3:44], predict the reaction product. The product is: [CH3:13][O:14][C:15](=[O:42])[C:16]1[CH:21]=[CH:20][C:19]([CH2:22][O:23][C:24]2[CH:29]=[CH:28][C:27]([S:30][C:31]3[CH:36]=[CH:35][C:34]([NH:37][C:38](=[O:40])[CH3:39])=[CH:33][CH:32]=3)=[C:26]([NH:41][C:2]3[C:3]4[C:8](=[N:7][C:6]([CH2:12][CH2:43][CH3:44])=[CH:5][CH:4]=4)[N:9]=[CH:10][CH:11]=3)[CH:25]=2)=[CH:18][CH:17]=1.